The task is: Binary Classification. Given a drug SMILES string, predict its activity (active/inactive) in a high-throughput screening assay against a specified biological target.. This data is from HIV replication inhibition screening data with 41,000+ compounds from the AIDS Antiviral Screen. (1) The compound is O=S1(O)=NN=C(NCc2ccc(Cl)cc2)c2ccccc21. The result is 0 (inactive). (2) The compound is O=[N+]([O-])c1ccc(C=Cc2ccc(N=Nc3ccc(C=Cc4ccc([N+](=O)[O-])cc4S(=O)(=O)O)c(S(=O)(=O)O)c3)cc2S(=O)(=O)O)c(S(=O)(=O)O)c1. The result is 1 (active). (3) The compound is COc1ccc(NC(=O)CCC(CC(=O)c2ccco2)=NNc2ccc([N+](=O)[O-])cc2[N+](=O)[O-])cc1. The result is 0 (inactive). (4) The molecule is O=C(c1no[n+]([O-])c1C(=O)c1csc2ccccc12)c1csc2ccccc12. The result is 0 (inactive). (5) The compound is COc1ccc(OC)c(C=C[N+](=O)[O-])c1. The result is 0 (inactive). (6) The drug is CC1C2CCC3(CCC4C5(C)CCCC4(CN(CCO)C5)C3C2)C1O. The result is 0 (inactive). (7) The molecule is Cc1ccc([PH](Cc2ccccc2)(c2ccccc2)c2ccccc2)cc1. The result is 0 (inactive). (8) The compound is O=C1C(c2ccccc2)=C(c2ccccc2)C(c2ccccc2)C1=C1C(=O)C(c2ccccc2)=C(c2ccccc2)C1c1ccccc1. The result is 0 (inactive).